From a dataset of Full USPTO retrosynthesis dataset with 1.9M reactions from patents (1976-2016). Predict the reactants needed to synthesize the given product. (1) Given the product [O:3]=[C:4]1[NH:12][C:7]2=[N:8][CH:9]=[CH:10][CH:11]=[C:6]2[N:5]1[CH:13]1[CH2:14][CH2:15][N:16]([C:19]2[N:24]=[CH:23][N:22]=[C:21]([C:25]([OH:27])=[O:26])[CH:20]=2)[CH2:17][CH2:18]1, predict the reactants needed to synthesize it. The reactants are: [OH-].[Na+].[O:3]=[C:4]1[NH:12][C:7]2=[N:8][CH:9]=[CH:10][CH:11]=[C:6]2[N:5]1[CH:13]1[CH2:18][CH2:17][N:16]([C:19]2[N:24]=[CH:23][N:22]=[C:21]([C:25]([O:27]CC)=[O:26])[CH:20]=2)[CH2:15][CH2:14]1.O.Cl. (2) Given the product [CH2:17]([N:3]([CH2:1][CH3:2])[CH2:4][CH2:5][NH:6][C:7]1[CH:12]=[CH:11][C:10]([N+:13]([O-:15])=[O:14])=[CH:9][C:8]=1[NH:16][C:29](=[O:30])[CH2:28][C:25]1[CH:26]=[CH:27][C:22]([O:21][CH2:19][CH3:20])=[CH:23][CH:24]=1)[CH3:18], predict the reactants needed to synthesize it. The reactants are: [CH2:1]([N:3]([CH2:17][CH3:18])[CH2:4][CH2:5][NH:6][C:7]1[C:8]([NH2:16])=[CH:9][C:10]([N+:13]([O-:15])=[O:14])=[CH:11][CH:12]=1)[CH3:2].[CH2:19]([O:21][C:22]1[CH:27]=[CH:26][C:25]([CH2:28][C:29](O)=[O:30])=[CH:24][CH:23]=1)[CH3:20].C(OC1C=CC2C(=CC=CC=2)N1C(OCC)=O)C. (3) Given the product [OH:1][CH2:2][CH2:3][CH2:4][CH2:5][CH2:6][C:7]1[CH:12]=[CH:11][CH:10]=[CH:9][C:8]=1[CH2:13][CH2:14][CH2:15][CH2:16][CH2:17][OH:18], predict the reactants needed to synthesize it. The reactants are: [OH:1][CH2:2][CH2:3][CH2:4][C:5]#[C:6][C:7]1[CH:12]=[CH:11][CH:10]=[CH:9][C:8]=1[C:13]#[C:14][CH2:15][CH2:16][CH2:17][OH:18]. (4) Given the product [CH3:20][C:21]1[O:24][C:22]([C:8]2[CH:7]=[CH:6][CH:5]=[C:4]3[C:9]=2[CH2:1][NH:2][CH2:3]3)=[N:25][N:17]=1.[CH3:23][C:22]1[O:24][C:1]([C:9]2[CH:8]=[C:21]3[C:6](=[CH:5][CH:4]=2)[CH2:18][NH:19][CH2:20]3)=[N:26][N:25]=1, predict the reactants needed to synthesize it. The reactants are: [CH2:1]1[C:9]2[C:4](=[CH:5][CH:6]=[CH:7][CH:8]=2)[CH2:3][NH:2]1.C([N:17]1[CH:21]=[CH:20][N:19]=[CH:18]1)([N:17]1[CH:21]=[CH:20][N:19]=[CH:18]1)=O.[C:22]([NH:25][NH2:26])(=[O:24])[CH3:23]. (5) Given the product [ClH:46].[ClH:38].[N:39]1([CH2:47][CH2:6][NH:7][C:8]2[CH:9]=[CH:10][C:11]([O:14][C:15]3[C:16]([C:27]4[CH:28]=[CH:29][C:30]([S:33]([CH3:36])(=[O:34])=[O:35])=[CH:31][CH:32]=4)=[CH:17][CH:18]=[C:19]4[C:24]=3[CH:23]=[CH:22][C:21]([OH:25])=[CH:20]4)=[CH:12][CH:13]=2)[CH:40]=[CH:41][CH:42]=[CH:43][CH:44]=[CH:45]1, predict the reactants needed to synthesize it. The reactants are: C(O[C:6](=O)[NH:7][C:8]1[CH:13]=[CH:12][C:11]([O:14][C:15]2[C:24]3[C:19](=[CH:20][C:21]([O:25]C)=[CH:22][CH:23]=3)[CH:18]=[CH:17][C:16]=2[C:27]2[CH:32]=[CH:31][C:30]([S:33]([CH3:36])(=[O:35])=[O:34])=[CH:29][CH:28]=2)=[CH:10][CH:9]=1)(C)(C)C.[ClH:38].[N:39](=[CH:47]CCl)[CH2:40][CH2:41][CH2:42][CH2:43][CH2:44][CH2:45][Cl:46]. (6) Given the product [C:32]1([CH:7]([C:1]2[CH:6]=[CH:5][CH:4]=[CH:3][CH:2]=2)[CH2:8][CH2:9][NH:10][C:11]([C:13]2[CH:14]([C:25]3[CH:30]=[CH:29][CH:28]=[C:27]([Cl:31])[CH:26]=3)[NH:15][C:16](=[O:24])[NH:17][C:18]=2[CH2:19][O:20][CH2:21][CH2:22][N:38]=[N+:39]=[N-:40])=[O:12])[CH:33]=[CH:34][CH:35]=[CH:36][CH:37]=1, predict the reactants needed to synthesize it. The reactants are: [C:1]1([CH:7]([C:32]2[CH:37]=[CH:36][CH:35]=[CH:34][CH:33]=2)[CH2:8][CH2:9][NH:10][C:11]([C:13]2[CH:14]([C:25]3[CH:30]=[CH:29][CH:28]=[C:27]([Cl:31])[CH:26]=3)[NH:15][C:16](=[O:24])[NH:17][C:18]=2[CH2:19][O:20][CH2:21][CH2:22]Cl)=[O:12])[CH:6]=[CH:5][CH:4]=[CH:3][CH:2]=1.[N-:38]=[N+:39]=[N-:40].[Na+].[I-].[Na+]. (7) Given the product [CH3:1][C:2]1([CH3:21])[O:6][C@@H:5]2[CH:7]=[CH:8][C@@H:9]([N:10]3[C:18]4[C:17]([F:19])=[CH:16][N:15]=[C:14]([NH2:31])[C:13]=4[N:12]=[CH:11]3)[C@@H:4]2[O:3]1, predict the reactants needed to synthesize it. The reactants are: [CH3:1][C:2]1([CH3:21])[O:6][C@@H:5]2[CH:7]=[CH:8][C@@H:9]([N:10]3[C:18]4[C:17]([F:19])=[CH:16][N:15]=[C:14](F)[C:13]=4[N:12]=[CH:11]3)[C@@H:4]2[O:3]1.CC1(C)O[C@@H]2C=C[C@@H]([N:31]3C4C(F)=NC=C(F)C=4N=C3)[C@@H]2O1. (8) Given the product [C:8]([O:11][CH:12]1[CH2:17][CH2:16][CH:15]([C:18](=[O:37])[CH2:19][N:20]2[C:29]3[CH:28]=[CH:27][NH:26][C:25](=[O:3])[C:24]=3[C:23]3[CH:31]=[C:32]([F:35])[CH:33]=[CH:34][C:22]=3[C:21]2=[O:36])[CH2:14][CH2:13]1)(=[O:10])[CH3:9], predict the reactants needed to synthesize it. The reactants are: C(OC(=O)C)(=[O:3])C.[C:8]([O:11][CH:12]1[CH2:17][CH2:16][CH:15]([C:18](=[O:37])[CH2:19][N:20]2[C:29]3[C:24](=[CH:25][N+:26]([O-])=[CH:27][CH:28]=3)[C:23]3[CH:31]=[C:32]([F:35])[CH:33]=[CH:34][C:22]=3[C:21]2=[O:36])[CH2:14][CH2:13]1)(=[O:10])[CH3:9].O. (9) Given the product [CH3:8][O:7][N:5]([CH3:6])[C:3]([C@:2]1([CH3:11])[CH2:9][O:10][C:14]([CH3:15])([CH3:13])[O:1]1)=[O:4], predict the reactants needed to synthesize it. The reactants are: [OH:1][C@@:2]([CH3:11])([CH2:9][OH:10])[C:3]([N:5]([O:7][CH3:8])[CH3:6])=[O:4].O.[CH3:13][C:14]1C=CC(S(O)(=O)=O)=C[CH:15]=1. (10) The reactants are: Br[CH:2]([CH3:19])[C:3]([CH:5]1[CH2:7][CH:6]1[C:8]1[N:18]=[C:11]2[C:12]([CH3:17])=[N:13][CH:14]=[C:15]([CH3:16])[N:10]2[N:9]=1)=O.[CH:20]1([C:23]2[C:24]([NH2:29])=[N:25][CH:26]=[CH:27][CH:28]=2)[CH2:22][CH2:21]1.C(=O)(O)[O-].[Na+]. Given the product [CH:20]1([C:23]2[C:24]3[N:25]([C:2]([CH3:19])=[C:3]([CH:5]4[CH2:7][CH:6]4[C:8]4[N:18]=[C:11]5[C:12]([CH3:17])=[N:13][CH:14]=[C:15]([CH3:16])[N:10]5[N:9]=4)[N:29]=3)[CH:26]=[CH:27][CH:28]=2)[CH2:22][CH2:21]1, predict the reactants needed to synthesize it.